Dataset: TCR-epitope binding with 47,182 pairs between 192 epitopes and 23,139 TCRs. Task: Binary Classification. Given a T-cell receptor sequence (or CDR3 region) and an epitope sequence, predict whether binding occurs between them. The epitope is GTSGSPIINR. The TCR CDR3 sequence is CASSPSQGDQPQHF. Result: 1 (the TCR binds to the epitope).